Dataset: hERG Central: cardiac toxicity at 1µM, 10µM, and general inhibition. Task: Predict hERG channel inhibition at various concentrations. (1) The molecule is O=C(NCCCOc1cccc(CN2CCCCC2)c1)c1ccc(Cl)c(Cl)c1.O=C(O)C(=O)O. Results: hERG_inhib (hERG inhibition (general)): blocker. (2) The drug is O=C(C1CCN(CC2CC=CCC2)CC1)N(CCc1ccccc1)Cc1ccccc1. Results: hERG_inhib (hERG inhibition (general)): blocker. (3) The compound is O=C(CSc1nc(=O)n(CCCN2CCOCC2)c2c1CCCC2)Nc1cccc([N+](=O)[O-])c1. Results: hERG_inhib (hERG inhibition (general)): blocker. (4) The drug is CCCCOc1ccc(CSC(=N)N)cc1[N+](=O)[O-].Cl. Results: hERG_inhib (hERG inhibition (general)): blocker. (5) The drug is Cc1ccc(Cn2c(=N)c(C(=O)NCc3ccco3)cc3c(=O)n4ccccc4nc32)cc1. Results: hERG_inhib (hERG inhibition (general)): blocker.